Predict the reactants needed to synthesize the given product. From a dataset of Full USPTO retrosynthesis dataset with 1.9M reactions from patents (1976-2016). Given the product [N:1]1[CH:6]=[CH:5][CH:4]=[C:3]([NH:7][C:8]([N:10]2[CH2:13][CH:12]([O:14][C:15]3[CH:20]=[CH:19][C:18]([C:21]4[CH:26]=[CH:25][CH:24]=[C:23]([O:27][CH2:28][CH2:29][OH:30])[CH:22]=4)=[CH:17][N:16]=3)[CH2:11]2)=[O:9])[N:2]=1, predict the reactants needed to synthesize it. The reactants are: [N:1]1[CH:6]=[CH:5][CH:4]=[C:3]([NH:7][C:8]([N:10]2[CH2:13][CH:12]([O:14][C:15]3[CH:20]=[CH:19][C:18]([C:21]4[CH:26]=[CH:25][CH:24]=[C:23]([O:27][CH2:28][CH2:29][O:30]CC5C=CC=CC=5)[CH:22]=4)=[CH:17][N:16]=3)[CH2:11]2)=[O:9])[N:2]=1.B(Br)(Br)Br.